Task: Predict the product of the given reaction.. Dataset: Forward reaction prediction with 1.9M reactions from USPTO patents (1976-2016) Given the reactants [CH3:1][C:2]1[CH:11]=[CH:10][C:9]2[C:4](=[CH:5][CH:6]=[CH:7][C:8]=2[N:12]2[CH2:17][CH2:16][N:15]([CH2:18][CH2:19][C:20]3[CH:21]=[C:22]([CH:24]=[CH:25][CH:26]=3)[NH2:23])[CH2:14][CH2:13]2)[N:3]=1.[Cl:27][C:28]1[CH:33]=[CH:32][CH:31]=[C:30]([N:34]=[C:35]=[O:36])[CH:29]=1, predict the reaction product. The product is: [ClH:27].[ClH:27].[Cl:27][C:28]1[CH:29]=[C:30]([NH:34][C:35]([NH:23][C:22]2[CH:24]=[CH:25][CH:26]=[C:20]([CH2:19][CH2:18][N:15]3[CH2:14][CH2:13][N:12]([C:8]4[CH:7]=[CH:6][CH:5]=[C:4]5[C:9]=4[CH:10]=[CH:11][C:2]([CH3:1])=[N:3]5)[CH2:17][CH2:16]3)[CH:21]=2)=[O:36])[CH:31]=[CH:32][CH:33]=1.